Dataset: Catalyst prediction with 721,799 reactions and 888 catalyst types from USPTO. Task: Predict which catalyst facilitates the given reaction. (1) Reactant: [CH3:1][O:2][C:3]1[CH:8]=[CH:7][C:6]([O:9][CH3:10])=[CH:5][C:4]=1[S:11]([NH:14][C@@H:15]1CCN(C(OC(C)(C)C)=O)C1)(=[O:13])=[O:12].C([O-])([O-])=O.[K+].[K+].BrC.C1C=CC(P(C2C=CC=CC=2)C2C=CC=CC=2)=CC=1.C[CH2:55][N:56]([CH:60]([CH3:62])C)[CH:57]([CH3:59])C.BrC#[N:65].C(O)C(N)(CO)CO. Product: [C:55]([N:56]1[CH2:57][CH2:59][C@@H:62]([N:14]([CH3:15])[S:11]([C:4]2[CH:5]=[C:6]([O:9][CH3:10])[CH:7]=[CH:8][C:3]=2[O:2][CH3:1])(=[O:12])=[O:13])[CH2:60]1)#[N:65]. The catalyst class is: 21. (2) Reactant: [H-].[Na+].[CH2:3]([OH:6])[CH2:4][OH:5].Cl[C:8]1[N:13]=[CH:12][C:11]([C:14]2[CH:15]=[C:16]([CH:31]=[CH:32][CH:33]=2)[C:17]([NH:19][C:20]2[CH:25]=[CH:24][C:23]([O:26][C:27]([F:30])([F:29])[F:28])=[CH:22][CH:21]=2)=[O:18])=[CH:10][N:9]=1. Product: [OH:5][CH2:4][CH2:3][O:6][C:8]1[N:9]=[CH:10][C:11]([C:14]2[CH:15]=[C:16]([CH:31]=[CH:32][CH:33]=2)[C:17]([NH:19][C:20]2[CH:21]=[CH:22][C:23]([O:26][C:27]([F:30])([F:28])[F:29])=[CH:24][CH:25]=2)=[O:18])=[CH:12][N:13]=1. The catalyst class is: 1. (3) Reactant: [CH:1]([O:4][C:5]([C:7]1[C:12]([C:13]([F:16])([F:15])[F:14])=[CH:11][CH:10]=[CH:9][C:8]=1[C@H:17]1[CH2:21][N:20]([C:22]([O:24][C:25]([CH3:28])([CH3:27])[CH3:26])=[O:23])[CH2:19][C@H:18]1[C:29]([O:31]C)=[O:30])=[O:6])([CH3:3])[CH3:2].[OH-].[Li+]. The catalyst class is: 20. Product: [C:25]([O:24][C:22]([N:20]1[CH2:21][C@H:17]([C:8]2[CH:9]=[CH:10][CH:11]=[C:12]([C:13]([F:15])([F:16])[F:14])[C:7]=2[C:5]([O:4][CH:1]([CH3:2])[CH3:3])=[O:6])[C@H:18]([C:29]([OH:31])=[O:30])[CH2:19]1)=[O:23])([CH3:26])([CH3:28])[CH3:27]. (4) The catalyst class is: 12. Reactant: CC(OC([N:8]1[CH2:13][CH2:12][CH:11]([NH:14][C:15]2[C:20]([C:21]([O:23][CH2:24][CH3:25])=[O:22])=[CH:19][N:18]=[C:17]3[N:26]([CH2:29][CH3:30])[N:27]=[CH:28][C:16]=23)[CH2:10][CH2:9]1)=O)(C)C.[ClH:31]. Product: [ClH:31].[CH2:29]([N:26]1[C:17]2=[N:18][CH:19]=[C:20]([C:21]([O:23][CH2:24][CH3:25])=[O:22])[C:15]([NH:14][CH:11]3[CH2:12][CH2:13][NH:8][CH2:9][CH2:10]3)=[C:16]2[CH:28]=[N:27]1)[CH3:30]. (5) Product: [CH:3]1([N:6]([CH2:18][C:17]#[CH:16])[C:7](=[O:15])[CH2:8][C:9]2[CH:14]=[CH:13][CH:12]=[CH:11][CH:10]=2)[CH2:4][CH2:5]1. Reactant: [H-].[Na+].[CH:3]1([NH:6][C:7](=[O:15])[CH2:8][C:9]2[CH:14]=[CH:13][CH:12]=[CH:11][CH:10]=2)[CH2:5][CH2:4]1.[CH2:16](Br)[C:17]#[CH:18].C1(C)C=CC=CC=1. The catalyst class is: 332. (6) Reactant: [CH2:1]([O:8][C:9]([NH:11][CH2:12][CH2:13][S:14](Cl)(=[O:16])=[O:15])=[O:10])[C:2]1[CH:7]=[CH:6][CH:5]=[CH:4][CH:3]=1.Cl.[CH3:19][O:20][C:21](=[O:24])[CH2:22][NH2:23].C(N(CC)CC)C. Product: [O:10]=[C:9]([NH:11][CH2:12][CH2:13][S:14](=[O:16])(=[O:15])[NH:23][CH2:22][C:21]([O:20][CH3:19])=[O:24])[O:8][CH2:1][C:2]1[CH:7]=[CH:6][CH:5]=[CH:4][CH:3]=1. The catalyst class is: 4. (7) Reactant: [C:1]([N:4]1[C:12]2[C:7](=[CH:8][CH:9]=[CH:10][CH:11]=2)[CH2:6][C:5]1=O)(=[O:3])[CH3:2].I[CH3:15].[C:16](=[O:19])([O-])[O-].[K+].[K+]. Product: [C:1]([N:4]1[C:12]2[C:7](=[CH:8][CH:9]=[CH:10][CH:11]=2)[C:6]([CH3:15])([CH3:5])[C:16]1=[O:19])(=[O:3])[CH3:2]. The catalyst class is: 58.